This data is from Full USPTO retrosynthesis dataset with 1.9M reactions from patents (1976-2016). The task is: Predict the reactants needed to synthesize the given product. (1) The reactants are: [N+:1]([C:4]1[CH:9]=[CH:8][CH:7]=[CH:6][C:5]=1[NH:10][C:11]1[N:16]=[C:15]([N:17]2[CH2:22][CH2:21][CH2:20][CH:19]([NH:23]C(=O)OC(C)(C)C)[CH2:18]2)[CH:14]=[CH:13][N:12]=1)([O-:3])=[O:2].C(O)(C(F)(F)F)=O.NC1CCCN(C2C=CN=C(NC3C=CC=CC=3[N+]([O-])=O)N=2)C1.[CH2:61]([S:64](Cl)(=[O:66])=[O:65])[CH2:62][CH3:63].C(N(CC)CC)C. Given the product [N+:1]([C:4]1[CH:9]=[CH:8][CH:7]=[CH:6][C:5]=1[NH:10][C:11]1[N:16]=[C:15]([N:17]2[CH2:22][CH2:21][CH2:20][CH:19]([NH:23][S:64]([CH2:61][CH2:62][CH3:63])(=[O:66])=[O:65])[CH2:18]2)[CH:14]=[CH:13][N:12]=1)([O-:3])=[O:2], predict the reactants needed to synthesize it. (2) Given the product [Cl:1][C:2]1[CH:3]=[CH:4][C:5]([O:25][CH2:32][CH:33]([CH3:35])[CH3:34])=[C:6]([CH2:8][N:9]2[C:13]([CH3:14])=[CH:12][C:11]([NH:15][C:16](=[O:24])[CH2:17][C:18]3[CH:19]=[CH:20][CH:21]=[CH:22][CH:23]=3)=[N:10]2)[CH:7]=1, predict the reactants needed to synthesize it. The reactants are: [Cl:1][C:2]1[CH:3]=[CH:4][C:5]([OH:25])=[C:6]([CH2:8][N:9]2[C:13]([CH3:14])=[CH:12][C:11]([NH:15][C:16](=[O:24])[CH2:17][C:18]3[CH:23]=[CH:22][CH:21]=[CH:20][CH:19]=3)=[N:10]2)[CH:7]=1.C(=O)([O-])[O-].[K+].[K+].[CH2:32](Br)[CH:33]([CH3:35])[CH3:34]. (3) Given the product [O:26]1[C@:22]2([CH2:23][CH2:24][CH2:25][C@H:20]([CH2:19][N:15]3[C:14]4[CH:13]=[C:12]([C:27]#[N:28])[CH:11]=[C:10]([Cl:9])[C:18]=4[N:17]=[CH:16]3)[CH2:21]2)[CH2:30]1, predict the reactants needed to synthesize it. The reactants are: [I-].C[S+](C)(C)=O.[H-].[Na+].[Cl:9][C:10]1[C:18]2[N:17]=[CH:16][N:15]([CH2:19][C@H:20]3[CH2:25][CH2:24][CH2:23][C:22](=[O:26])[CH2:21]3)[C:14]=2[CH:13]=[C:12]([C:27]#[N:28])[CH:11]=1.Br[C:30]1C=C(Cl)C2N=CN(C[C@H]3CCCC(=O)C3)C=2C=1.[OH-].[Na+]. (4) Given the product [NH2:9][C:8]1[C:7]2[C:10]([Br:16])=[C:11]([O:14][CH3:15])[CH:12]=[CH:13][C:6]=2[O:5][C:4]=1[C:1](=[O:3])[CH:2]=[CH:25][C:23]1[N:24]=[C:20]([CH:17]([CH3:19])[CH3:18])[S:21][CH:22]=1, predict the reactants needed to synthesize it. The reactants are: [C:1]([C:4]1[O:5][C:6]2[CH:13]=[CH:12][C:11]([O:14][CH3:15])=[C:10]([Br:16])[C:7]=2[C:8]=1[NH2:9])(=[O:3])[CH3:2].[CH:17]([C:20]1[S:21][CH:22]=[C:23]([CH:25]=O)[N:24]=1)([CH3:19])[CH3:18].[OH-].[Na+].CO.